Task: Predict the reaction yield, written as a fraction of the theoretical maximum amount of product (1.0 means a 100% yield; for example, 0.34 means a 34% yield).. Dataset: Reaction yield outcomes from USPTO patents with 853,638 reactions (1) The reactants are [OH:1][CH2:2][C:3]1[N:4]=[C:5]([C:24]2[CH:29]=[CH:28][C:27]([C:30]([F:33])([F:32])[F:31])=[CH:26][CH:25]=2)[S:6][C:7]=1[CH2:8][S:9][C:10]1[CH:22]=[CH:21][C:13]([O:14][CH2:15][C:16]([O:18][CH2:19][CH3:20])=[O:17])=[C:12]([CH3:23])[CH:11]=1.[CH3:34][C:35]1[O:39][N:38]=[C:37]([C:40]2[CH:41]=[C:42](O)[CH:43]=[CH:44][CH:45]=2)[N:36]=1.C1(P(C2C=CC=CC=2)C2C=CC=CC=2)C=CC=CC=1.CC(OC(/N=N/C(OC(C)C)=O)=O)C. The catalyst is C1(C)C=CC=CC=1. The product is [CH3:23][C:12]1[CH:11]=[C:10]([S:9][CH2:8][C:7]2[S:6][C:5]([C:24]3[CH:25]=[CH:26][C:27]([C:30]([F:32])([F:33])[F:31])=[CH:28][CH:29]=3)=[N:4][C:3]=2[CH2:2][O:1][C:42]2[CH:43]=[CH:44][CH:45]=[C:40]([C:37]3[N:36]=[C:35]([CH3:34])[O:39][N:38]=3)[CH:41]=2)[CH:22]=[CH:21][C:13]=1[O:14][CH2:15][C:16]([O:18][CH2:19][CH3:20])=[O:17]. The yield is 0.760. (2) The reactants are FC(F)(F)C1C=C(NC(=O)NC2C=CC(C3SC(CCC(OC)=O)=NC=3)=CC=2)C=CC=1.[NH2:32][C:33]1[CH:38]=[CH:37][C:36]([C:39]2[S:43][C:42]([CH2:44][NH:45][S:46]([C:49]([F:52])([F:51])[F:50])(=[O:48])=[O:47])=[N:41][CH:40]=2)=[CH:35][CH:34]=1.[F:53][C:54]1[CH:59]=[C:58]([F:60])[CH:57]=[C:56]([F:61])[C:55]=1[N:62]=[C:63]=[O:64]. No catalyst specified. The product is [F:52][C:49]([F:50])([F:51])[S:46]([NH:45][CH2:44][C:42]1[S:43][C:39]([C:36]2[CH:35]=[CH:34][C:33]([NH:32][C:63]([NH:62][C:55]3[C:56]([F:61])=[CH:57][C:58]([F:60])=[CH:59][C:54]=3[F:53])=[O:64])=[CH:38][CH:37]=2)=[CH:40][N:41]=1)(=[O:48])=[O:47]. The yield is 0.930. (3) The reactants are [O:1]=[C:2]1[C@@H:7]([NH:8]C(=O)OC(C)(C)C)[CH2:6][CH2:5][CH2:4][N:3]1[C:16]1[CH:21]=[CH:20][CH:19]=[CH:18][CH:17]=1.Cl. The catalyst is O1CCOCC1. The product is [NH2:8][C@H:7]1[CH2:6][CH2:5][CH2:4][N:3]([C:16]2[CH:17]=[CH:18][CH:19]=[CH:20][CH:21]=2)[C:2]1=[O:1]. The yield is 0.900.